This data is from Reaction yield outcomes from USPTO patents with 853,638 reactions. The task is: Predict the reaction yield, written as a fraction of the theoretical maximum amount of product (1.0 means a 100% yield; for example, 0.34 means a 34% yield). (1) The reactants are C(Cl)(C)(C)C.[Li].[F:7][C:8]1[CH:13]=[CH:12][CH:11]=[C:10]([F:14])[CH:9]=1.FC1C=CC=C(F)C=1[Li].[C:24](OC(=O)C)(=[O:26])[CH3:25]. The catalyst is C1COCC1. The product is [CH3:25][C:24]([C:9]1[C:8]([F:7])=[CH:13][CH:12]=[CH:11][C:10]=1[F:14])=[O:26]. The yield is 0.920. (2) The product is [C:2]([C:4]1[C:5]([C:24]2[CH:29]=[CH:28][C:27]([CH3:30])=[CH:26][CH:25]=2)=[C:6]([CH2:15][NH:16][C:17](=[O:23])[O:18][C:19]([CH3:21])([CH3:20])[CH3:22])[C:7]([CH2:11][CH:12]([CH3:13])[CH3:14])=[N:8][C:9]=1[CH3:10])#[N:1]. The reactants are [NH2:1][C:2]([C:4]1[C:5]([C:24]2[CH:29]=[CH:28][C:27]([CH3:30])=[CH:26][CH:25]=2)=[C:6]([CH2:15][NH:16][C:17](=[O:23])[O:18][C:19]([CH3:22])([CH3:21])[CH3:20])[C:7]([CH2:11][CH:12]([CH3:14])[CH3:13])=[N:8][C:9]=1[CH3:10])=O.C(N(CC)CC)C.FC(F)(F)S(OS(C(F)(F)F)(=O)=O)(=O)=O. The catalyst is ClCCl. The yield is 0.680. (3) The reactants are [O:1]=O.[CH:3]([C:5]1[O:6][C:7]([CH:10]=[O:11])=[CH:8][CH:9]=1)=[O:4].C. The catalyst is [Pd].O. The product is [OH:11][CH2:10][C:7]1[O:6][C:5]([C:3]([OH:1])=[O:4])=[CH:9][CH:8]=1. The yield is 0.830. (4) The reactants are [F:1][C:2]1[CH:7]=[C:6]([F:8])[CH:5]=[C:4]([NH:9][CH3:10])[C:3]=1[NH2:11].[Cl:12][CH2:13][C:14](O)=O. No catalyst specified. The product is [Cl:12][CH2:13][C:14]1[N:9]([CH3:10])[C:4]2[CH:5]=[C:6]([F:8])[CH:7]=[C:2]([F:1])[C:3]=2[N:11]=1. The yield is 0.220. (5) The reactants are [BH4-].[Na+].[CH3:3][O:4][C:5]1[CH:6]=[C:7]([CH:10]=[C:11]([O:27][CH3:28])[C:12]=1[O:13][CH2:14][C:15]1[N:16]=[C:17]([C:21]2[CH:26]=[CH:25][CH:24]=[CH:23][CH:22]=2)[O:18][C:19]=1[CH3:20])[CH:8]=[O:9].CO.O. The catalyst is O1CCCC1. The product is [CH3:28][O:27][C:11]1[CH:10]=[C:7]([CH:6]=[C:5]([O:4][CH3:3])[C:12]=1[O:13][CH2:14][C:15]1[N:16]=[C:17]([C:21]2[CH:26]=[CH:25][CH:24]=[CH:23][CH:22]=2)[O:18][C:19]=1[CH3:20])[CH2:8][OH:9]. The yield is 0.920.